From a dataset of Catalyst prediction with 721,799 reactions and 888 catalyst types from USPTO. Predict which catalyst facilitates the given reaction. (1) Reactant: [Cl:1][C:2]1[CH:7]=[CH:6][CH:5]=[C:4]([Cl:8])[C:3]=1[C:9]1[C:13]([CH2:14][O:15][C:16]2[CH:21]=[CH:20][C:19]([C:22]3[CH:23]=[C:24]4[C:29](=[CH:30][CH:31]=3)[C:28]([C:32]([NH2:34])=O)=[CH:27][CH:26]=[CH:25]4)=[CH:18][CH:17]=2)=[C:12]([CH:35]([CH3:37])[CH3:36])[O:11][N:10]=1.C(N(CC)CC)C.O(Cl)Cl.P(Cl)(Cl)(Cl)=O.C(=O)([O-])O.[NH4+]. Product: [Cl:8][C:4]1[CH:5]=[CH:6][CH:7]=[C:2]([Cl:1])[C:3]=1[C:9]1[C:13]([CH2:14][O:15][C:16]2[CH:17]=[CH:18][C:19]([C:22]3[CH:23]=[C:24]4[C:29](=[CH:30][CH:31]=3)[C:28]([C:32]#[N:34])=[CH:27][CH:26]=[CH:25]4)=[CH:20][CH:21]=2)=[C:12]([CH:35]([CH3:37])[CH3:36])[O:11][N:10]=1. The catalyst class is: 2. (2) Reactant: [Br:1][C:2]1[C:11]([OH:12])=[CH:10][CH:9]=[C:8]2[C:3]=1[CH:4]=[CH:5][C:6]([CH2:13][N:14]([CH3:27])[C:15]([C:17]1[C:25]3[C:20](=[CH:21][CH:22]=[CH:23][CH:24]=3)[N:19]([CH3:26])[CH:18]=1)=[O:16])=[CH:7]2.C(=O)([O-])[O-].[K+].[K+].Br[CH2:35][C:36]#[N:37]. Product: [Br:1][C:2]1[C:11]([O:12][CH2:35][C:36]#[N:37])=[CH:10][CH:9]=[C:8]2[C:3]=1[CH:4]=[CH:5][C:6]([CH2:13][N:14]([CH3:27])[C:15]([C:17]1[C:25]3[C:20](=[CH:21][CH:22]=[CH:23][CH:24]=3)[N:19]([CH3:26])[CH:18]=1)=[O:16])=[CH:7]2. The catalyst class is: 3.